This data is from Forward reaction prediction with 1.9M reactions from USPTO patents (1976-2016). The task is: Predict the product of the given reaction. (1) The product is: [O:16]1[CH2:17][CH:18]([N:32]([N:23]2[C:22](=[O:21])[C:30]3[C:25](=[CH:26][CH:27]=[CH:28][CH:29]=3)[C:24]2=[O:31])[C:33](=[O:39])[O:34][C:35]([CH3:38])([CH3:37])[CH3:36])[CH2:19][O:13][CH2:14][CH2:15]1. Given the reactants CCOC(/N=N/C(OCC)=O)=O.[O:13]1[CH2:19][CH:18](O)[CH2:17][O:16][CH2:15][CH2:14]1.[O:21]=[C:22]1[C:30]2[C:25](=[CH:26][CH:27]=[CH:28][CH:29]=2)[C:24](=[O:31])[N:23]1[NH:32][C:33](=[O:39])[O:34][C:35]([CH3:38])([CH3:37])[CH3:36].C1(P(C2C=CC=CC=2)C2C=CC=CC=2)C=CC=CC=1, predict the reaction product. (2) Given the reactants [C:1]([O:5][C:6]([N:8]1[CH2:16][C:15]2[C:10](=[CH:11][C:12](I)=[C:13]([Cl:17])[CH:14]=2)[CH2:9]1)=[O:7])([CH3:4])([CH3:3])[CH3:2].[NH:19]1[CH2:24][CH2:23][CH2:22][CH2:21][CH2:20]1, predict the reaction product. The product is: [C:1]([O:5][C:6]([N:8]1[CH2:16][C:15]2[C:10](=[CH:11][C:12]([N:19]3[CH2:24][CH2:23][CH2:22][CH2:21][CH2:20]3)=[C:13]([Cl:17])[CH:14]=2)[CH2:9]1)=[O:7])([CH3:4])([CH3:3])[CH3:2]. (3) Given the reactants C[C:2]1[S:6][C:5]([CH2:7]Br)=[N:4][C:3]=1[Br:9].[H-].[Na+].[NH:12]1[CH2:16][CH2:15][CH2:14][C:13]1=[O:17], predict the reaction product. The product is: [Br:9][C:3]1[N:4]=[C:5]([CH2:7][N:12]2[CH2:16][CH2:15][CH2:14][C:13]2=[O:17])[S:6][CH:2]=1. (4) Given the reactants Cl.[CH3:2][O:3][C:4]([C:6]1[CH:11]=[C:10](Cl)[CH:9]=[CH:8][N:7]=1)=[O:5].[CH3:13][OH:14], predict the reaction product. The product is: [CH3:2][O:3][C:4]([C:6]1[CH:11]=[C:10]([O:14][CH3:13])[CH:9]=[CH:8][N:7]=1)=[O:5]. (5) Given the reactants Cl.[C:2]([C:5]1[CH:22]=[CH:21][C:8]([CH2:9][NH:10][C:11](=[O:20])[C:12]2[CH:17]=[CH:16][C:15]([F:18])=[C:14]([CH3:19])[CH:13]=2)=[C:7]([O:23][CH2:24][C:25](=[O:28])[NH:26][CH3:27])[CH:6]=1)(=[NH:4])[NH2:3].[CH2:29]([O:31][C:32](Cl)=[O:33])[CH3:30].C(N(CC)CC)C.O, predict the reaction product. The product is: [CH2:29]([O:31][C:32](=[O:33])/[N:4]=[C:2](\[NH2:3])/[C:5]1[CH:22]=[CH:21][C:8]([CH2:9][NH:10][C:11](=[O:20])[C:12]2[CH:17]=[CH:16][C:15]([F:18])=[C:14]([CH3:19])[CH:13]=2)=[C:7]([O:23][CH2:24][C:25](=[O:28])[NH:26][CH3:27])[CH:6]=1)[CH3:30]. (6) Given the reactants FC(F)(F)C(OC(=O)C(F)(F)F)=[O:4].[O:14]=[S:15]1[CH2:20][CH2:19][CH:18]([C:21]2[CH:26]=[CH:25][C:24]([N:27]3[CH2:31][C@H:30]([CH2:32][NH:33][C:34](=[O:36])[CH3:35])[O:29][C:28]3=[O:37])=[CH:23][CH:22]=2)[CH2:17][CH2:16]1.CN1CCOCC1, predict the reaction product. The product is: [O:14]=[S:15]1(=[O:4])[CH:16]=[CH:17][CH:18]([C:21]2[CH:26]=[CH:25][C:24]([N:27]3[CH2:31][C@H:30]([CH2:32][NH:33][C:34](=[O:36])[CH3:35])[O:29][C:28]3=[O:37])=[CH:23][CH:22]=2)[CH2:19][CH2:20]1. (7) Given the reactants [N:1]1[C:10]2[C:5](=[N:6][CH:7]=[CH:8][N:9]=2)[C:4]([NH:11][CH2:12][CH2:13][C:14]2[CH:15]=[CH:16][C:17]([O:21][C:22]3[CH:27]=[C:26]([C:28]([F:31])([F:30])[F:29])[CH:25]=[CH:24][N:23]=3)=[C:18]([OH:20])[CH:19]=2)=[N:3][CH:2]=1.I[CH:33]([CH3:35])[CH3:34].C([O-])([O-])=O.[K+].[K+], predict the reaction product. The product is: [CH:33]([O:20][C:18]1[CH:19]=[C:14]([CH2:13][CH2:12][NH:11][C:4]2[C:5]3[C:10](=[N:9][CH:8]=[CH:7][N:6]=3)[N:1]=[CH:2][N:3]=2)[CH:15]=[CH:16][C:17]=1[O:21][C:22]1[CH:27]=[C:26]([C:28]([F:29])([F:30])[F:31])[CH:25]=[CH:24][N:23]=1)([CH3:35])[CH3:34].